This data is from Catalyst prediction with 721,799 reactions and 888 catalyst types from USPTO. The task is: Predict which catalyst facilitates the given reaction. (1) Reactant: [S:1]1[CH:5]=[CH:4][C:3]2[S:6][CH:7]=[CH:8][C:2]1=2.[Li]C(C)(C)C.[CH3:14][Sn:15](Cl)([CH3:17])[CH3:16]. Product: [CH3:14][Sn:15]([CH3:17])([CH3:16])[C:5]1[S:1][C:2]2[CH:8]=[C:7]([Sn:15]([CH3:17])([CH3:16])[CH3:14])[S:6][C:3]=2[CH:4]=1. The catalyst class is: 7. (2) Reactant: [N:1]1([C:7]([N:9]2[CH2:14][CH:13]([C:15]3[CH:20]=[CH:19][C:18]([O:21][C:22]([F:25])([F:24])[F:23])=[CH:17][CH:16]=3)[CH2:12][CH:11]([C:26]([OH:28])=O)[CH2:10]2)=[O:8])[CH2:6][CH2:5][S:4][CH2:3][CH2:2]1.CN(C(ON1N=NC2C=CC=NC1=2)=[N+](C)C)C.F[P-](F)(F)(F)(F)F.CCN(C(C)C)C(C)C.O[N:63]=[C:64]([O:66][CH:67]([CH3:69])[CH3:68])[NH2:65]. Product: [CH:67]([O:66][C:64]1[N:65]=[C:26]([CH:11]2[CH2:12][CH:13]([C:15]3[CH:20]=[CH:19][C:18]([O:21][C:22]([F:25])([F:24])[F:23])=[CH:17][CH:16]=3)[CH2:14][N:9]([C:7]([N:1]3[CH2:2][CH2:3][S:4][CH2:5][CH2:6]3)=[O:8])[CH2:10]2)[O:28][N:63]=1)([CH3:69])[CH3:68]. The catalyst class is: 3.